This data is from Reaction yield outcomes from USPTO patents with 853,638 reactions. The task is: Predict the reaction yield, written as a fraction of the theoretical maximum amount of product (1.0 means a 100% yield; for example, 0.34 means a 34% yield). (1) The reactants are [Cl:1][C:2]1[CH:35]=[CH:34][C:5]([CH2:6][CH2:7][NH:8][C:9]([C:11]2[CH:33]=[CH:32][C:14]([O:15][C:16]3[CH:21]=[CH:20][C:19]([CH2:22][C:23]([O:25][C:26]([CH3:29])([CH3:28])[CH3:27])=[O:24])=[CH:18][C:17]=3[CH2:30][NH2:31])=[CH:13][CH:12]=2)=[O:10])=[CH:4][CH:3]=1.Cl.[C:37](Cl)(=[O:44])[C:38]1[CH:43]=[CH:42][CH:41]=[N:40][CH:39]=1.C(N(CC)CC)C. The product is [Cl:1][C:2]1[CH:3]=[CH:4][C:5]([CH2:6][CH2:7][NH:8][C:9]([C:11]2[CH:12]=[CH:13][C:14]([O:15][C:16]3[CH:21]=[CH:20][C:19]([CH2:22][C:23]([O:25][C:26]([CH3:29])([CH3:28])[CH3:27])=[O:24])=[CH:18][C:17]=3[CH2:30][NH:31][C:37](=[O:44])[C:38]3[CH:43]=[CH:42][CH:41]=[N:40][CH:39]=3)=[CH:32][CH:33]=2)=[O:10])=[CH:34][CH:35]=1. The yield is 2.75. The catalyst is ClCCl. (2) The reactants are [F:1][C:2]1[CH:7]=[CH:6][CH:5]=[C:4]([F:8])[C:3]=1[N:9]1[C:14]2[N:15]=[C:16](S(C)=O)[N:17]=[C:18]([C:19]3[CH:20]=[C:21]([CH:32]=[CH:33][C:34]=3[CH3:35])[C:22]([NH:24][C:25]3[CH:30]=[CH:29][C:28]([F:31])=[CH:27][CH:26]=3)=[O:23])[C:13]=2[CH2:12][NH:11][C:10]1=[O:39].[CH3:40][CH:41]([NH:43][CH2:44][CH2:45][CH2:46][NH2:47])[CH3:42]. The catalyst is C1COCC1. The product is [F:1][C:2]1[CH:7]=[CH:6][CH:5]=[C:4]([F:8])[C:3]=1[N:9]1[C:14]2[N:15]=[C:16]([NH:47][CH2:46][CH2:45][CH2:44][NH:43][CH:41]([CH3:42])[CH3:40])[N:17]=[C:18]([C:19]3[CH:20]=[C:21]([CH:32]=[CH:33][C:34]=3[CH3:35])[C:22]([NH:24][C:25]3[CH:30]=[CH:29][C:28]([F:31])=[CH:27][CH:26]=3)=[O:23])[C:13]=2[CH2:12][NH:11][C:10]1=[O:39]. The yield is 0.640. (3) The reactants are COC1C=CC(C(C2SC=NN=2)[N:10]2[C:18]3[C:13](=[N:14][CH2:15][NH:16][CH:17]=3)[CH:12]=[C:11]2[C:19]2[CH:24]=[CH:23][CH:22]=[CH:21][C:20]=2[F:25])=C(C(F)(F)F)C=1.FC1C=CC=CC=1C1NC2C=NC=NC=2C=1.[F:51][C:52]([F:72])([F:71])[C:53]1[CH:58]=[C:57]([C:59]([F:62])([F:61])[F:60])[CH:56]=[CH:55][C:54]=1[C:63]1[N:64]=[N:65][C:66]([CH2:69]Cl)=[CH:67][CH:68]=1. No catalyst specified. The product is [F:72][C:52]([F:51])([F:71])[C:53]1[CH:58]=[C:57]([C:59]([F:62])([F:60])[F:61])[CH:56]=[CH:55][C:54]=1[C:63]1[N:64]=[N:65][C:66]([CH2:69][N:16]2[CH:17]=[C:18]3[N:10]=[C:11]([C:19]4[CH:24]=[CH:23][CH:22]=[CH:21][C:20]=4[F:25])[CH:12]=[C:13]3[N:14]=[CH:15]2)=[CH:67][CH:68]=1. The yield is 0.0500. (4) The reactants are [F:1][C:2]1[CH:3]=[C:4]([C:23]2[CH:28]=[CH:27][C:26]([S:29]([CH3:32])(=[O:31])=[O:30])=[CH:25][CH:24]=2)[CH:5]=[CH:6][C:7]=1[O:8][CH2:9][CH:10]1[CH2:15][CH2:14][N:13](C(OC(C)(C)C)=O)[CH2:12][CH2:11]1.[ClH:33]. The catalyst is O1CCOCC1.CCOCC. The product is [ClH:33].[F:1][C:2]1[CH:3]=[C:4]([C:23]2[CH:24]=[CH:25][C:26]([S:29]([CH3:32])(=[O:30])=[O:31])=[CH:27][CH:28]=2)[CH:5]=[CH:6][C:7]=1[O:8][CH2:9][CH:10]1[CH2:15][CH2:14][NH:13][CH2:12][CH2:11]1. The yield is 0.880. (5) The product is [C:38]([O:19][CH2:18][C:5]1[N:4]([C:20]2[CH:21]=[C:22]([C:23]([NH:25][CH3:26])=[O:24])[CH:27]=[CH:28][C:29]=2[CH3:30])[C:3](=[O:31])[C:2]([Br:1])=[C:7]([O:8][CH2:9][C:10]2[CH:15]=[CH:14][C:13]([F:16])=[CH:12][C:11]=2[F:17])[CH:6]=1)(=[O:40])[CH3:39]. The yield is 0.610. The catalyst is C(Cl)Cl. The reactants are [Br:1][C:2]1[C:3](=[O:31])[N:4]([C:20]2[CH:21]=[C:22]([CH:27]=[CH:28][C:29]=2[CH3:30])[C:23]([NH:25][CH3:26])=[O:24])[C:5]([CH2:18][OH:19])=[CH:6][C:7]=1[O:8][CH2:9][C:10]1[CH:15]=[CH:14][C:13]([F:16])=[CH:12][C:11]=1[F:17].N1C=CC=CC=1.[C:38](OC(=O)C)(=[O:40])[CH3:39]. (6) The reactants are [F:1][C:2]1[CH:7]=[C:6]([OH:8])[CH:5]=[CH:4][C:3]=1[NH:9][C:10]([C:12]1[C:13](=[O:25])[N:14]([C:19]2[CH:24]=[CH:23][CH:22]=[CH:21][CH:20]=2)[N:15]([CH3:18])[C:16]=1[CH3:17])=[O:11].CC([O-])(C)C.[K+].[Cl:32][C:33]1[C:34]([C:40]([NH2:42])=[O:41])=[N:35][CH:36]=[CH:37][C:38]=1Cl.CCOC(C)=O. The catalyst is CN(C=O)C.O. The product is [Cl:32][C:33]1[C:34]([C:40]([NH2:42])=[O:41])=[N:35][CH:36]=[CH:37][C:38]=1[O:8][C:6]1[CH:5]=[CH:4][C:3]([NH:9][C:10]([C:12]2[C:13](=[O:25])[N:14]([C:19]3[CH:20]=[CH:21][CH:22]=[CH:23][CH:24]=3)[N:15]([CH3:18])[C:16]=2[CH3:17])=[O:11])=[C:2]([F:1])[CH:7]=1. The yield is 0.870.